From a dataset of Catalyst prediction with 721,799 reactions and 888 catalyst types from USPTO. Predict which catalyst facilitates the given reaction. (1) Reactant: C(I)I.[CH3:4][Si:5]([CH3:14])([CH3:13])[O:6][C:7]1[CH2:12][CH2:11][CH2:10][CH2:9][CH:8]=1.[CH2:15]([Zn]CC)C.[NH4+].[Cl-]. Product: [CH3:4][Si:5]([CH3:14])([CH3:13])[O:6][C:7]12[CH2:15][CH:12]1[CH2:11][CH2:10][CH2:9][CH2:8]2. The catalyst class is: 81. (2) Reactant: [C:1]1(=[O:8])[NH:7][CH2:6][CH2:5][CH2:4][CH2:3][CH2:2]1.[OH-:9].[Na+]. Product: [CH2:4]([CH2:5][CH2:6][NH2:7])[CH2:3][CH2:2][C:1]([OH:8])=[O:9]. The catalyst class is: 33.